Dataset: Full USPTO retrosynthesis dataset with 1.9M reactions from patents (1976-2016). Task: Predict the reactants needed to synthesize the given product. (1) Given the product [NH2:1][C:4]1[CH:9]=[CH:8][C:7]([C@H:10]2[O:15][CH2:14][C@@H:13]([NH:16][C:17](=[O:24])[C:18]3[CH:23]=[CH:22][CH:21]=[CH:20][CH:19]=3)[CH2:12][O:11]2)=[CH:6][CH:5]=1, predict the reactants needed to synthesize it. The reactants are: [N+:1]([C:4]1[CH:9]=[CH:8][C:7]([C@H:10]2[O:15][CH2:14][C@@H:13]([NH:16][C:17](=[O:24])[C:18]3[CH:23]=[CH:22][CH:21]=[CH:20][CH:19]=3)[CH2:12][O:11]2)=[CH:6][CH:5]=1)([O-])=O.[H][H]. (2) Given the product [Br:1][C:2]1[C:15]2[CH:14]=[C:13]([C:16]([N:23]3[CH2:28][CH2:27][NH:26][C@H:25]([C:29]([OH:31])=[O:30])[C@@H:24]3[C:32]([OH:34])=[O:33])=[O:17])[CH:12]=[CH:11][C:10]=2[C:9]2[C:4](=[CH:5][CH:6]=[CH:7][CH:8]=2)[CH:3]=1, predict the reactants needed to synthesize it. The reactants are: [Br:1][C:2]1[C:15]2[CH:14]=[C:13]([C:16](O)=[O:17])[CH:12]=[CH:11][C:10]=2[C:9]2[C:4](=[CH:5][CH:6]=[CH:7][CH:8]=2)[CH:3]=1.S(Cl)(Cl)=O.[NH:23]1[CH2:28][CH2:27][NH:26][C@H:25]([C:29]([OH:31])=[O:30])[C@@H:24]1[C:32]([OH:34])=[O:33].[OH-].[Na+]. (3) Given the product [F:11][C:7]1[CH:6]=[C:5]2[C:10]([C:2]([C:25]3[CH:24]=[N:23][N:22]([CH3:21])[CH:26]=3)=[CH:3][N:4]2[S:12]([C:15]2[CH:20]=[CH:19][CH:18]=[CH:17][CH:16]=2)(=[O:14])=[O:13])=[CH:9][CH:8]=1, predict the reactants needed to synthesize it. The reactants are: Br[C:2]1[C:10]2[C:5](=[CH:6][C:7]([F:11])=[CH:8][CH:9]=2)[N:4]([S:12]([C:15]2[CH:20]=[CH:19][CH:18]=[CH:17][CH:16]=2)(=[O:14])=[O:13])[CH:3]=1.[CH3:21][N:22]1[CH:26]=[C:25](B2OC(C)(C)C(C)(C)O2)[CH:24]=[N:23]1.CC([O-])=O.[K+].C(Cl)Cl. (4) Given the product [C:13]([O:12][C:10](=[O:11])[NH:6][CH2:5][C:4]1[CH:7]=[CH:8][CH:9]=[C:2]([F:1])[CH:3]=1)([CH3:16])([CH3:15])[CH3:14], predict the reactants needed to synthesize it. The reactants are: [F:1][C:2]1[CH:3]=[C:4]([CH:7]=[CH:8][CH:9]=1)[CH2:5][NH2:6].[C:10](O[C:10]([O:12][C:13]([CH3:16])([CH3:15])[CH3:14])=[O:11])([O:12][C:13]([CH3:16])([CH3:15])[CH3:14])=[O:11].O.